From a dataset of Catalyst prediction with 721,799 reactions and 888 catalyst types from USPTO. Predict which catalyst facilitates the given reaction. (1) Reactant: [Br:1][C:2]1[N:3]=[C:4]([NH2:7])[S:5][CH:6]=1.[C:8](OC(=O)C)(=[O:10])[CH3:9]. Product: [Br:1][C:2]1[N:3]=[C:4]([NH:7][C:8](=[O:10])[CH3:9])[S:5][CH:6]=1. The catalyst class is: 15. (2) Reactant: [OH:1][CH2:2][C:3]1[N:8]=[C:7]([O:9][CH:10]2[CH2:15][CH2:14][N:13]([C:16]([O:18][C:19]([CH3:22])([CH3:21])[CH3:20])=[O:17])[CH2:12][CH2:11]2)[CH:6]=[CH:5][CH:4]=1.[CH3:23][S:24](Cl)(=[O:26])=[O:25].CCN(C(C)C)C(C)C. Product: [CH3:23][S:24]([O:1][CH2:2][C:3]1[N:8]=[C:7]([O:9][CH:10]2[CH2:11][CH2:12][N:13]([C:16]([O:18][C:19]([CH3:22])([CH3:21])[CH3:20])=[O:17])[CH2:14][CH2:15]2)[CH:6]=[CH:5][CH:4]=1)(=[O:26])=[O:25]. The catalyst class is: 2.